From a dataset of Full USPTO retrosynthesis dataset with 1.9M reactions from patents (1976-2016). Predict the reactants needed to synthesize the given product. (1) The reactants are: [CH2:1]1CN([P+](ON2N=NC3C=CC=CC2=3)(N2CCCC2)N2CCCC2)C[CH2:2]1.F[P-](F)(F)(F)(F)F.[Br:34][C:35]1[S:36][C:37]([NH:43][C:44]([O:46][C:47]([CH3:50])([CH3:49])[CH3:48])=[O:45])=[C:38]([C:40]([OH:42])=O)[N:39]=1.[NH2:51][C:52]1[CH:53]=[N:54][N:55]([CH3:72])[C:56]=1[N:57]1[CH2:62][CH2:61][CH:60]([CH2:63][NH:64][C:65](=[O:71])[O:66][C:67]([CH3:70])(C)C)[CH2:59][CH2:58]1.CCN(C(C)C)C(C)C. Given the product [CH2:67]([O:66][C:65]([NH:64][CH2:63][CH:60]1[CH2:59][CH2:58][N:57]([C:56]2[N:55]([CH3:72])[N:54]=[CH:53][C:52]=2[NH:51][C:40]([C:38]2[N:39]=[C:35]([Br:34])[S:36][C:37]=2[NH:43][C:44](=[O:45])[O:46][C:47]([CH3:50])([CH3:49])[CH3:48])=[O:42])[CH2:62][CH2:61]1)=[O:71])[CH2:70][CH2:1][CH3:2], predict the reactants needed to synthesize it. (2) Given the product [F:27][C:28]1[CH:29]=[CH:30][C:31]([CH2:32][N:33]2[CH2:37][CH2:36][N:35]([C:38]3[S:39][C:40]([C:44]([NH:10][CH2:14][C:13]4[CH:20]=[CH:18][N:19]=[CH:15][N:12]=4)=[O:46])=[C:41]([CH3:43])[N:42]=3)[C:34]2=[O:47])=[CH:48][CH:49]=1, predict the reactants needed to synthesize it. The reactants are: ClC1C=CC2SC=C(C[N:10]3[CH2:14][CH2:13][N:12]([C:15]4SC(C(O)=O)=[C:18]([CH3:20])[N:19]=4)C3=O)C=2C=1.[F:27][C:28]1[CH:49]=[CH:48][C:31]([CH2:32][N:33]2[CH2:37][CH2:36][N:35]([C:38]3[S:39][C:40]([C:44]([OH:46])=O)=[C:41]([CH3:43])[N:42]=3)[C:34]2=[O:47])=[CH:30][CH:29]=1.N1C=CC(CN)=NC=1. (3) Given the product [NH2:1][C:2]1[N:3]=[CH:4][C:5]2[CH2:11][N:10]([C:12]3[C:13](=[O:18])[N:14]([C:26]4[CH:27]=[CH:28][C:23]([C:19]([CH3:22])([CH3:21])[CH3:20])=[CH:24][CH:25]=4)[CH:15]=[CH:16][CH:17]=3)[CH2:9][CH2:8][C:6]=2[N:7]=1, predict the reactants needed to synthesize it. The reactants are: [NH2:1][C:2]1[N:3]=[CH:4][C:5]2[CH2:11][N:10]([C:12]3[C:13](=[O:18])[NH:14][CH:15]=[CH:16][CH:17]=3)[CH2:9][CH2:8][C:6]=2[N:7]=1.[C:19]([C:23]1[CH:28]=[CH:27][C:26](I)=[CH:25][CH:24]=1)([CH3:22])([CH3:21])[CH3:20].CNCCNC.[O-]P([O-])([O-])=O.[K+].[K+].[K+]. (4) Given the product [Br:1][C:2]1[CH:7]=[CH:6][C:5]([O:8][CH2:20][C:13]2[N:12]=[CH:17][CH:16]=[CH:15][C:14]=2[C:18]([OH:21])=[O:19])=[CH:4][CH:3]=1, predict the reactants needed to synthesize it. The reactants are: [Br:1][C:2]1[CH:7]=[CH:6][C:5]([OH:8])=[CH:4][CH:3]=1.C[O-].[Na+].[N:12]1[CH:17]=[CH:16][CH:15]=[C:14]2[C:18](=[O:21])[O:19][CH2:20][C:13]=12.Cl. (5) Given the product [F:1][C:2]([F:9])([F:8])/[CH:3]=[CH:4]/[C:5]([NH:28][CH2:27][CH2:26][NH:25][C:21]1[C:22]([CH3:24])=[N:23][C:18]([O:17][CH3:16])=[CH:19][CH:20]=1)=[O:6], predict the reactants needed to synthesize it. The reactants are: [F:1][C:2]([F:9])([F:8])/[CH:3]=[CH:4]/[C:5](O)=[O:6].C(Cl)(=O)C(Cl)=O.[CH3:16][O:17][C:18]1[N:23]=[C:22]([CH3:24])[C:21]([NH:25][CH2:26][CH2:27][NH2:28])=[CH:20][CH:19]=1.C(N(C(C)C)CC)(C)C. (6) Given the product [NH2:11][CH2:12][C:13]([NH:22][CH2:23][CH:24]([OH:33])[CH2:25][O:26][C:27]1[CH:32]=[CH:31][CH:30]=[CH:29][CH:28]=1)=[O:14], predict the reactants needed to synthesize it. The reactants are: C(OC([NH:11][CH2:12][C:13](O)=[O:14])=O)C1C=CC=CC=1.C(Cl)(=O)C(Cl)=O.[NH2:22][CH2:23][CH:24]([OH:33])[CH2:25][O:26][C:27]1[CH:32]=[CH:31][CH:30]=[CH:29][CH:28]=1.[OH-].[Na+].C(=O)(O)[O-].[Na+]. (7) The reactants are: Cl.[N:2]1([CH2:7][CH2:8][CH2:9][C:10]([OH:12])=O)[CH2:6][CH2:5][CH2:4][CH2:3]1.C1N=CN(C(N2C=NC=C2)=O)C=1.[CH3:25][O:26][C:27]1[N:32]=[CH:31][C:30]([C:33]2[CH:34]=[C:35]([NH2:38])[NH:36][N:37]=2)=[CH:29][CH:28]=1. Given the product [CH3:25][O:26][C:27]1[N:32]=[CH:31][C:30]([C:33]2[CH:34]=[C:35]([NH:38][C:10](=[O:12])[CH2:9][CH2:8][CH2:7][N:2]3[CH2:3][CH2:4][CH2:5][CH2:6]3)[NH:36][N:37]=2)=[CH:29][CH:28]=1, predict the reactants needed to synthesize it. (8) The reactants are: [CH3:1][O:2][C:3]1[CH:8]=[CH:7][C:6]([N:9]2[C:13]([C:14]3[CH:19]=[CH:18][C:17]([O:20][CH3:21])=[CH:16][CH:15]=3)=[N:12][C:11]([S:22][CH3:23])=[N:10]2)=[CH:5][CH:4]=1.ClC1C=CC=C(C(OO)=[O:32])C=1. Given the product [CH3:1][O:2][C:3]1[CH:4]=[CH:5][C:6]([N:9]2[C:13]([C:14]3[CH:19]=[CH:18][C:17]([O:20][CH3:21])=[CH:16][CH:15]=3)=[N:12][C:11]([S:22]([CH3:23])=[O:32])=[N:10]2)=[CH:7][CH:8]=1, predict the reactants needed to synthesize it. (9) Given the product [F:12][C:6]1[CH:5]=[C:4]2[C:9]([N:10]=[CH:11][C:2]([O:14][CH3:13])=[N:3]2)=[CH:8][CH:7]=1, predict the reactants needed to synthesize it. The reactants are: Cl[C:2]1[CH:11]=[N:10][C:9]2[C:4](=[CH:5][C:6]([F:12])=[CH:7][CH:8]=2)[N:3]=1.[CH3:13][O-:14].[Na+].